This data is from Peptide-MHC class I binding affinity with 185,985 pairs from IEDB/IMGT. The task is: Regression. Given a peptide amino acid sequence and an MHC pseudo amino acid sequence, predict their binding affinity value. This is MHC class I binding data. (1) The peptide sequence is FVKDWMERI. The MHC is HLA-A02:16 with pseudo-sequence HLA-A02:16. The binding affinity (normalized) is 0.0847. (2) The peptide sequence is RRSLLAHVR. The MHC is HLA-B40:01 with pseudo-sequence HLA-B40:01. The binding affinity (normalized) is 0.0847. (3) The peptide sequence is KLVAMGINAV. The MHC is HLA-A03:01 with pseudo-sequence HLA-A03:01. The binding affinity (normalized) is 0. (4) The peptide sequence is VLTGNLQTL. The MHC is HLA-B44:02 with pseudo-sequence HLA-B44:02. The binding affinity (normalized) is 0.0847. (5) The peptide sequence is ILNSDDEQA. The MHC is HLA-A29:02 with pseudo-sequence HLA-A29:02. The binding affinity (normalized) is 0.402.